From a dataset of Full USPTO retrosynthesis dataset with 1.9M reactions from patents (1976-2016). Predict the reactants needed to synthesize the given product. (1) Given the product [CH3:10][CH:11]([CH3:34])[C:12](=[O:33])[CH:13]=[CH:7][C:6]1[S:5][CH:4]=[N:3][C:2]=1[CH3:1], predict the reactants needed to synthesize it. The reactants are: [CH3:1][C:2]1[N:3]=[CH:4][S:5][C:6]=1[CH:7]=O.[Br-].[CH3:10][CH:11]([CH3:34])[C:12](=[O:33])[CH2:13][As+](C1C=CC=CC=1)(C1C=CC=CC=1)C1C=CC=CC=1.C(=O)([O-])[O-].[K+].[K+].C(#N)C. (2) Given the product [F:24][C:20]1[CH:21]=[CH:22][CH:23]=[C:2]([F:1])[C:3]=1[CH2:4][O:5][C:6]1[C:7]2[N:8]([C:13]([C:17]([NH:55][CH:56]3[CH2:60][CH2:59][CH:58]([NH:61][C:62](=[O:68])[O:63][C:64]([CH3:66])([CH3:65])[CH3:67])[CH2:57]3)=[O:19])=[C:14]([CH3:16])[N:15]=2)[CH:9]=[C:10]([CH3:12])[CH:11]=1, predict the reactants needed to synthesize it. The reactants are: [F:1][C:2]1[CH:23]=[CH:22][CH:21]=[C:20]([F:24])[C:3]=1[CH2:4][O:5][C:6]1[C:7]2[N:8]([C:13]([C:17]([OH:19])=O)=[C:14]([CH3:16])[N:15]=2)[CH:9]=[C:10]([CH3:12])[CH:11]=1.F[B-](F)(F)F.N1(O[C+](N(C)C)N(C)C)C2C=CC=CC=2N=N1.CN1CCOCC1.Cl.[NH2:55][CH:56]1[CH2:60][CH2:59][CH:58]([NH:61][C:62](=[O:68])[O:63][C:64]([CH3:67])([CH3:66])[CH3:65])[CH2:57]1. (3) Given the product [CH3:15][S:16]([O:7][CH2:6][CH2:5][O:4][CH2:1][C:2]#[CH:3])(=[O:18])=[O:17], predict the reactants needed to synthesize it. The reactants are: [CH2:1]([O:4][CH2:5][CH2:6][OH:7])[C:2]#[CH:3].C(N(CC)CC)C.[CH3:15][S:16](Cl)(=[O:18])=[O:17]. (4) Given the product [CH3:29][N:30]([C:31]([NH:1][CH2:2][CH2:3][O:4][C:5]1[CH:14]=[CH:13][C:12]2[C:7](=[CH:8][CH:9]=[C:10]([CH2:15][CH2:16][NH:17][S:18]([CH3:21])(=[O:20])=[O:19])[CH:11]=2)[CH:6]=1)=[O:32])[C:34]1[CH:39]=[CH:38][CH:37]=[CH:36][CH:35]=1, predict the reactants needed to synthesize it. The reactants are: [NH2:1][CH2:2][CH2:3][O:4][C:5]1[CH:6]=[C:7]2[C:12](=[CH:13][CH:14]=1)[CH:11]=[C:10]([CH2:15][CH2:16][NH:17][S:18]([CH3:21])(=[O:20])=[O:19])[CH:9]=[CH:8]2.C(N(CC)CC)C.[CH3:29][N:30]([C:34]1[CH:39]=[CH:38][CH:37]=[CH:36][CH:35]=1)[C:31](Cl)=[O:32]. (5) Given the product [CH3:1][O:2][C:3]([CH:5]1[CH2:9][CH:8]([NH2:10])[CH2:7][N:6]1[C:13]([O:15][C:16]([CH3:19])([CH3:18])[CH3:17])=[O:14])=[O:4], predict the reactants needed to synthesize it. The reactants are: [CH3:1][O:2][C:3]([CH:5]1[CH2:9][CH:8]([N:10]=[N+]=[N-])[CH2:7][N:6]1[C:13]([O:15][C:16]([CH3:19])([CH3:18])[CH3:17])=[O:14])=[O:4].C1COCC1.C1C=CC(P(C2C=CC=CC=2)C2C=CC=CC=2)=CC=1. (6) Given the product [CH3:1][O:2][C:3](=[O:17])[C:4]1[CH:5]=[C:6]([NH2:16])[CH:7]=[C:8]([C:10]2[CH2:14][CH2:13][CH2:12][C:11]=2[C:24]2[CH:25]=[C:26]([Br:29])[CH:27]=[CH:28][C:23]=2[O:22][CH2:21][C:20]2[CH:33]=[CH:34][C:35]([F:37])=[CH:36][C:19]=2[F:18])[CH:9]=1, predict the reactants needed to synthesize it. The reactants are: [CH3:1][O:2][C:3](=[O:17])[C:4]1[CH:9]=[C:8]([C:10]2[CH2:14][CH2:13][CH2:12][C:11]=2Br)[CH:7]=[C:6]([NH2:16])[CH:5]=1.[F:18][C:19]1[CH:36]=[C:35]([F:37])[CH:34]=[CH:33][C:20]=1[CH2:21][O:22][C:23]1[CH:28]=[CH:27][C:26]([Br:29])=[CH:25][C:24]=1B(O)O. (7) The reactants are: [NH2:1][C:2]1[NH:6][N:5]=[C:4]([NH:7][C:8]2[CH:13]=[CH:12][C:11]([N:14]3[CH2:19][CH2:18][CH:17]([N:20]([CH3:22])[CH3:21])[CH2:16][CH2:15]3)=[CH:10][CH:9]=2)[C:3]=1[C:23]([NH2:25])=[O:24].[CH3:26][C:27]1[CH:28]=[C:29]([CH:32]=[C:33]([CH3:36])[C:34]=1[OH:35])[CH:30]=O.[BH4-].[Na+].O. Given the product [CH3:22][N:20]([CH3:21])[CH:17]1[CH2:16][CH2:15][N:14]([C:11]2[CH:12]=[CH:13][C:8]([NH:7][C:4]3[C:3]([C:23]([NH2:25])=[O:24])=[C:2]([NH:1][CH2:30][C:29]4[CH:32]=[C:33]([CH3:36])[C:34]([OH:35])=[C:27]([CH3:26])[CH:28]=4)[NH:6][N:5]=3)=[CH:9][CH:10]=2)[CH2:19][CH2:18]1, predict the reactants needed to synthesize it.